Task: Predict which catalyst facilitates the given reaction.. Dataset: Catalyst prediction with 721,799 reactions and 888 catalyst types from USPTO (1) Reactant: [S:1]1[C:5]2[CH:6]=[CH:7][CH:8]=[CH:9][C:4]=2[N:3]=[C:2]1[NH:10][NH2:11].C([O:14][C:15](=O)[CH2:16][C:17]([C:19]1[CH:24]=[CH:23][CH:22]=[C:21]([O:25][CH3:26])[CH:20]=1)=O)C. Product: [S:1]1[C:5]2[CH:6]=[CH:7][CH:8]=[CH:9][C:4]=2[N:3]=[C:2]1[N:10]1[C:15](=[O:14])[CH:16]=[C:17]([C:19]2[CH:24]=[CH:23][CH:22]=[C:21]([O:25][CH3:26])[CH:20]=2)[NH:11]1. The catalyst class is: 8. (2) Reactant: Cl[C:2]1[N:7]=[CH:6][C:5]([CH2:8][O:9][CH:10]2[CH2:15][CH2:14][N:13]([C:16]([O:18][C:19]([CH3:22])([CH3:21])[CH3:20])=[O:17])[CH2:12][CH2:11]2)=[CH:4][CH:3]=1.[CH3:23][O:24][C:25]([NH:27][C:28]1[CH:33]=[CH:32][C:31](B(O)O)=[CH:30][CH:29]=1)=[O:26].C([O-])([O-])=O.[K+].[K+]. Product: [CH3:23][O:24][C:25]([NH:27][C:28]1[CH:33]=[CH:32][C:31]([C:2]2[N:7]=[CH:6][C:5]([CH2:8][O:9][CH:10]3[CH2:15][CH2:14][N:13]([C:16]([O:18][C:19]([CH3:22])([CH3:21])[CH3:20])=[O:17])[CH2:12][CH2:11]3)=[CH:4][CH:3]=2)=[CH:30][CH:29]=1)=[O:26]. The catalyst class is: 70.